From a dataset of Forward reaction prediction with 1.9M reactions from USPTO patents (1976-2016). Predict the product of the given reaction. (1) Given the reactants [NH2:1][C:2]1[CH:12]=[CH:11][C:5]([C:6]([N:8]([CH3:10])[CH3:9])=[O:7])=[C:4]([Cl:13])[CH:3]=1.C(=O)([O-])[O-].[Ca+2].[C:19](Cl)(Cl)=[S:20].Cl, predict the reaction product. The product is: [Cl:13][C:4]1[CH:3]=[C:2]([N:1]=[C:19]=[S:20])[CH:12]=[CH:11][C:5]=1[C:6]([N:8]([CH3:10])[CH3:9])=[O:7]. (2) Given the reactants [Br:1][C:2]1[CH:8]=[CH:7][C:5]([NH2:6])=[C:4]([F:9])[CH:3]=1.[OH:10][C:11]1[CH:18]=[CH:17][CH:16]=[C:15]([CH3:19])[C:12]=1[CH:13]=O.C(N(CC)CC)C, predict the reaction product. The product is: [Br:1][C:2]1[CH:8]=[CH:7][C:5]([N:6]=[CH:13][C:12]2[C:15]([CH3:19])=[CH:16][CH:17]=[CH:18][C:11]=2[OH:10])=[C:4]([F:9])[CH:3]=1. (3) Given the reactants [CH:1]([C:4]1[CH:13]=[C:12]2[C:7]([C:8](=[O:20])[N:9]([NH:15][S:16]([CH3:19])(=[O:18])=[O:17])[C:10](=[O:14])[NH:11]2)=[CH:6][C:5]=1[C:21]1[N:22]([CH3:26])[N:23]=[CH:24][CH:25]=1)([CH3:3])[CH3:2].Cl[C:28]([O:30][CH3:31])=[O:29], predict the reaction product. The product is: [CH3:31][O:30][C:28](=[O:29])[N:15]([N:9]1[C:8](=[O:20])[C:7]2[C:12](=[CH:13][C:4]([CH:1]([CH3:3])[CH3:2])=[C:5]([C:21]3[N:22]([CH3:26])[N:23]=[CH:24][CH:25]=3)[CH:6]=2)[NH:11][C:10]1=[O:14])[S:16]([CH3:19])(=[O:17])=[O:18]. (4) Given the reactants [OH-].[Li+].[Cl:3][C:4]1[CH:9]=[CH:8][C:7]([NH:10][C:11]2[N:20]=[CH:19][CH:18]=[CH:17][C:12]=2[C:13]([O:15]C)=[O:14])=[CH:6][C:5]=1[O:21][CH3:22], predict the reaction product. The product is: [Cl:3][C:4]1[CH:9]=[CH:8][C:7]([NH:10][C:11]2[N:20]=[CH:19][CH:18]=[CH:17][C:12]=2[C:13]([OH:15])=[O:14])=[CH:6][C:5]=1[O:21][CH3:22]. (5) The product is: [CH:1]1([CH:4]([OH:27])[CH2:5][O:6][C:7]2[C:22]([F:23])=[CH:21][C:20]([N+:24]([O-:26])=[O:25])=[CH:19][C:8]=2[CH2:9][N:10]([CH3:18])[C:11](=[O:17])[O:12][C:13]([CH3:16])([CH3:15])[CH3:14])[CH2:3][CH2:2]1. Given the reactants [CH:1]1([C:4](=[O:27])[CH2:5][O:6][C:7]2[C:22]([F:23])=[CH:21][C:20]([N+:24]([O-:26])=[O:25])=[CH:19][C:8]=2[CH2:9][N:10]([CH3:18])[C:11](=[O:17])[O:12][C:13]([CH3:16])([CH3:15])[CH3:14])[CH2:3][CH2:2]1.[BH4-].[Na+], predict the reaction product.